From a dataset of NCI-60 drug combinations with 297,098 pairs across 59 cell lines. Regression. Given two drug SMILES strings and cell line genomic features, predict the synergy score measuring deviation from expected non-interaction effect. (1) Drug 1: C1=NC2=C(N=C(N=C2N1C3C(C(C(O3)CO)O)O)F)N. Drug 2: CC1=C(C(CCC1)(C)C)C=CC(=CC=CC(=CC(=O)O)C)C. Cell line: ACHN. Synergy scores: CSS=16.5, Synergy_ZIP=-8.18, Synergy_Bliss=-1.28, Synergy_Loewe=-2.93, Synergy_HSA=1.77. (2) Drug 1: CC=C1C(=O)NC(C(=O)OC2CC(=O)NC(C(=O)NC(CSSCCC=C2)C(=O)N1)C(C)C)C(C)C. Drug 2: C1C(C(OC1N2C=NC(=NC2=O)N)CO)O. Cell line: K-562. Synergy scores: CSS=80.2, Synergy_ZIP=1.42, Synergy_Bliss=0.718, Synergy_Loewe=6.28, Synergy_HSA=6.84.